The task is: Predict which catalyst facilitates the given reaction.. This data is from Catalyst prediction with 721,799 reactions and 888 catalyst types from USPTO. (1) Reactant: C(OC([NH:8][C:9]1[C:14]([C:15]#[C:16][CH:17]2[CH2:22][CH2:21][CH2:20][N:19]([C:23]([O:25][C:26]([CH3:29])([CH3:28])[CH3:27])=[O:24])[CH2:18]2)=[C:13]([Cl:30])[CH:12]=[CH:11][N:10]=1)=O)(C)(C)C.CC(C)([O-])C.[K+].C1OCCOCCOCCOCCOCCOC1. Product: [Cl:30][C:13]1[CH:12]=[CH:11][N:10]=[C:9]2[NH:8][C:16]([CH:17]3[CH2:22][CH2:21][CH2:20][N:19]([C:23]([O:25][C:26]([CH3:29])([CH3:28])[CH3:27])=[O:24])[CH2:18]3)=[CH:15][C:14]=12. The catalyst class is: 133. (2) Reactant: [CH3:1][O:2][C:3]([NH:5][C@@H:6]([CH:20]([CH3:22])[CH3:21])[C:7]([N:9]1[C@@H:13]([CH3:14])[CH2:12][CH2:11][C@H:10]1[C:15]([O:17]CC)=[O:16])=[O:8])=[O:4].[Li+].[OH-]. Product: [CH3:1][O:2][C:3]([NH:5][C@@H:6]([CH:20]([CH3:22])[CH3:21])[C:7]([N:9]1[C@@H:13]([CH3:14])[CH2:12][CH2:11][C@H:10]1[C:15]([OH:17])=[O:16])=[O:8])=[O:4]. The catalyst class is: 5. (3) Reactant: [NH:1]1[CH:5]=[C:4]([C:6]2[CH:22]=[CH:21][CH:20]=[CH:19][C:7]=2[O:8][CH2:9][CH:10]=[C:11]2[CH2:16][CH2:15][CH:14]([C:17]#[N:18])[CH2:13][CH2:12]2)[N:3]=[CH:2]1.C([O-])([O-])=[O:24].[K+].[K+].OO. Product: [NH:1]1[CH:5]=[C:4]([C:6]2[CH:22]=[CH:21][CH:20]=[CH:19][C:7]=2[O:8][CH2:9][CH:10]=[C:11]2[CH2:12][CH2:13][CH:14]([C:17]([NH2:18])=[O:24])[CH2:15][CH2:16]2)[N:3]=[CH:2]1. The catalyst class is: 16. (4) Product: [CH:20]1[CH:21]=[C:22]2[C:23]([C:2]3[C:3]([NH:16][C:17]2=[CH:18][CH:19]=1)=[CH:4][C:5]1[C:14]([C:13]2[C:8]([NH:7][C:6]=1[CH:1]=3)=[CH:9][CH:10]=[CH:11][CH:12]=2)=[O:15])=[O:24]. Reactant: [CH2:1]1[C:6]2[NH:7][C:8]3[C:13]([C:14](=[O:15])[C:5]=2[CH2:4][C:3]2[NH:16][C:17]4[C:22]([C:23](=[O:24])[C:2]1=2)=[CH:21][CH:20]=[CH:19][CH:18]=4)=[CH:12][CH:11]=[CH:10][CH:9]=3.[OH-].[Na+].[Na+].[Na+].C1C2C(=O)C3C(=CC=C(S([O-])(=O)=O)C=3)C(=O)C=2C=CC=1S([O-])(=O)=O.OO. The catalyst class is: 72. (5) Reactant: [OH:1][CH2:2][CH:3]=[C:4]([CH2:6][CH2:7][CH:8]=[C:9]([CH2:11][CH2:12][CH:13]=[C:14]([CH3:16])[CH3:15])[CH3:10])[CH3:5].C(OCC)(=O)C. Product: [CH3:15][C:14]([CH3:16])=[CH:13][CH2:12][CH2:11]/[C:9](/[CH3:10])=[CH:8]/[CH2:7][CH2:6]/[C:4](/[CH3:5])=[CH:3]/[CH:2]=[O:1]. The catalyst class is: 16. (6) Reactant: [Cl:1][C:2]1[N:7]=[CH:6][C:5]([OH:8])=[CH:4][CH:3]=1.[N+:9]([O-])([OH:11])=[O:10].[OH-].[Na+]. Product: [Cl:1][C:2]1[N:7]=[C:6]([N+:9]([O-:11])=[O:10])[C:5]([OH:8])=[CH:4][CH:3]=1. The catalyst class is: 15. (7) Reactant: [O:1]=[C:2]1[C:10]2[C:5](=[CH:6][CH:7]=[CH:8][CH:9]=2)[C:4](=[O:11])[N:3]1[CH2:12][CH2:13][CH2:14][CH:15]=[O:16].[Br:17]C1(Br)C(=O)NC(=O)NC1=O.O. Product: [Br:17][CH:14]([CH2:13][CH2:12][N:3]1[C:4](=[O:11])[C:5]2[C:10](=[CH:9][CH:8]=[CH:7][CH:6]=2)[C:2]1=[O:1])[CH:15]=[O:16]. The catalyst class is: 10. (8) Reactant: [C:1]([C:5]1[CH:9]=[C:8]([NH:10][C:11]([NH:13][C@@H:14]2[C:23]3[C:18](=[CH:19][CH:20]=[CH:21][CH:22]=3)[C@H:17]([O:24][C:25]3[CH:26]=[CH:27][C:28]4[N:29]([C:31]([CH:34]([CH3:36])[CH3:35])=[N:32][N:33]=4)[CH:30]=3)[CH2:16][CH2:15]2)=[O:12])[N:7]([C:37]2[CH:38]=[N:39][N:40]([CH2:42][CH2:43][OH:44])[CH:41]=2)[N:6]=1)([CH3:4])([CH3:3])[CH3:2].[CH3:45][S:46](Cl)(=[O:48])=[O:47].CCN(C(C)C)C(C)C. Product: [C:1]([C:5]1[CH:9]=[C:8]([NH:10][C:11]([NH:13][C@@H:14]2[C:23]3[C:18](=[CH:19][CH:20]=[CH:21][CH:22]=3)[C@H:17]([O:24][C:25]3[CH:26]=[CH:27][C:28]4[N:29]([C:31]([CH:34]([CH3:36])[CH3:35])=[N:32][N:33]=4)[CH:30]=3)[CH2:16][CH2:15]2)=[O:12])[N:7]([C:37]2[CH:38]=[N:39][N:40]([CH2:42][CH2:43][O:44][S:46]([CH3:45])(=[O:48])=[O:47])[CH:41]=2)[N:6]=1)([CH3:3])([CH3:4])[CH3:2]. The catalyst class is: 2. (9) Reactant: [OH:1][C:2]1[CH:9]=[C:8]([O:10][CH3:11])[CH:7]=[CH:6][C:3]=1[C:4]#[N:5].C(=O)([O-])[O-].[K+].[K+].Br[CH2:19][CH3:20]. Product: [CH2:19]([O:1][C:2]1[CH:9]=[C:8]([O:10][CH3:11])[CH:7]=[CH:6][C:3]=1[C:4]#[N:5])[CH3:20]. The catalyst class is: 21. (10) Reactant: [C:1](Cl)(=[O:5])/[CH:2]=[CH:3]/[CH3:4].[Cl:7][C:8]1[CH:16]=[C:15]2[C:11]([C:12]([NH2:24])=[N:13][N:14]2[C:17]([O:19][C:20]([CH3:23])([CH3:22])[CH3:21])=[O:18])=[CH:10][CH:9]=1. Product: [Cl:7][C:8]1[CH:16]=[C:15]2[C:11]([C:12]([NH:24][C:1](=[O:5])[CH2:2][CH:3]=[CH2:4])=[N:13][N:14]2[C:17]([O:19][C:20]([CH3:22])([CH3:21])[CH3:23])=[O:18])=[CH:10][CH:9]=1. The catalyst class is: 236.